Dataset: Forward reaction prediction with 1.9M reactions from USPTO patents (1976-2016). Task: Predict the product of the given reaction. Given the reactants [CH3:1][C:2]1([CH3:15])[C@@H:4]2[CH2:5][C:6]3[C:10]([C@H:3]12)=[C:9]([CH3:11])[S:8][C:7]=3[C:12](=[O:14])[CH3:13].[CH:16]([C:18]1[CH:23]=[C:22]([CH3:24])[C:21]([CH:25]=[CH:26][C:27]([OH:29])=[O:28])=[C:20]([CH3:30])[CH:19]=1)=O.Cl, predict the reaction product. The product is: [CH3:24][C:22]1[CH:23]=[C:18]([CH:16]=[CH:13][C:12](=[O:14])[C:7]2[S:8][C:9]([CH3:11])=[C:10]3[C:6]=2[CH2:5][C@H:4]2[C:2]([CH3:15])([CH3:1])[C@H:3]23)[CH:19]=[C:20]([CH3:30])[C:21]=1[CH:25]=[CH:26][C:27]([OH:29])=[O:28].